From a dataset of Peptide-MHC class II binding affinity with 134,281 pairs from IEDB. Regression. Given a peptide amino acid sequence and an MHC pseudo amino acid sequence, predict their binding affinity value. This is MHC class II binding data. (1) The peptide sequence is VNTLRFLVKNAGYLV. The MHC is DRB1_0701 with pseudo-sequence DRB1_0701. The binding affinity (normalized) is 0.872. (2) The peptide sequence is VKFHTQAFSAHGSGR. The MHC is HLA-DQA10201-DQB10301 with pseudo-sequence HLA-DQA10201-DQB10301. The binding affinity (normalized) is 0.555. (3) The peptide sequence is ALSRVHSMFLGTGGS. The MHC is DRB1_1302 with pseudo-sequence DRB1_1302. The binding affinity (normalized) is 0.151. (4) The peptide sequence is TMTRPILRLLVLAVL. The MHC is DRB1_1302 with pseudo-sequence DRB1_1302. The binding affinity (normalized) is 0. (5) The peptide sequence is IEGGSLFIVPRFHVV. The MHC is HLA-DQA10101-DQB10501 with pseudo-sequence HLA-DQA10101-DQB10501. The binding affinity (normalized) is 0.165. (6) The peptide sequence is IEEAPEMPALYEKKL. The binding affinity (normalized) is 0. The MHC is HLA-DQA10201-DQB10303 with pseudo-sequence HLA-DQA10201-DQB10303. (7) The peptide sequence is VSSAVPTSWVPQGRT. The MHC is DRB1_0301 with pseudo-sequence DRB1_0301. The binding affinity (normalized) is 0.284. (8) The peptide sequence is ACSLFLNYAVSFNYF. The MHC is HLA-DQA10301-DQB10302 with pseudo-sequence HLA-DQA10301-DQB10302. The binding affinity (normalized) is 0.371. (9) The peptide sequence is ASIVKASFEEGKCGL. The MHC is HLA-DQA10102-DQB10501 with pseudo-sequence HLA-DQA10102-DQB10501. The binding affinity (normalized) is 0.